From a dataset of Catalyst prediction with 721,799 reactions and 888 catalyst types from USPTO. Predict which catalyst facilitates the given reaction. (1) Reactant: [C:1]([O:5][C:6](=[O:24])[NH:7][CH2:8][CH:9]1[CH2:14][CH2:13][CH:12]([CH2:15][NH:16]C(OC(C)(C)C)=O)[CH2:11][CH2:10]1)([CH3:4])([CH3:3])[CH3:2].CCO.Cl.O1CCOCC1. Product: [C:1]([O:5][C:6](=[O:24])[NH:7][CH2:8][CH:9]1[CH2:10][CH2:11][CH:12]([CH2:15][NH2:16])[CH2:13][CH2:14]1)([CH3:4])([CH3:2])[CH3:3]. The catalyst class is: 22. (2) Reactant: Cl.Cl.[F:3][C:4]1[CH:5]=[C:6]([C:10]2[N:11]=[C:12]([N:15]3[CH2:20][CH2:19][CH2:18][CH2:17][CH2:16]3)[S:13][CH:14]=2)[CH:7]=[CH:8][CH:9]=1.[OH-].[Na+]. Product: [F:3][C:4]1[CH:5]=[C:6]([C:10]2[N:11]=[C:12]([N:15]3[CH2:20][CH2:19][CH2:18][CH2:17][CH2:16]3)[S:13][CH:14]=2)[CH:7]=[CH:8][CH:9]=1. The catalyst class is: 6. (3) Reactant: [Cl:1][C:2]1[CH:3]=[C:4]([C:10]2[CH:14]=[CH:13][N:12]([CH2:15][C@@H:16]([NH:18][C:19]([C:21]3[CH:25]=[C:24]([CH:26]([OH:28])[CH3:27])[O:23][N:22]=3)=[O:20])[CH3:17])[N:11]=2)[CH:5]=[CH:6][C:7]=1[C:8]#[N:9].[C:29](OC(=O)C)(=[O:31])[CH3:30]. Product: [C:29]([O:28][CH:26]([C:24]1[O:23][N:22]=[C:21]([C:19](=[O:20])[NH:18][C@@H:16]([CH3:17])[CH2:15][N:12]2[CH:13]=[CH:14][C:10]([C:4]3[CH:5]=[CH:6][C:7]([C:8]#[N:9])=[C:2]([Cl:1])[CH:3]=3)=[N:11]2)[CH:25]=1)[CH3:27])(=[O:31])[CH3:30]. The catalyst class is: 377. (4) Reactant: [H-].[Na+].[CH3:3][C:4]1([CH3:18])[CH2:12][C:11]2[NH:10][N:9]=[C:8]([C:13]([F:16])([F:15])[F:14])[C:7]=2[C:6](=[O:17])[CH2:5]1.[Br:19][C:20]1[CH:27]=[C:26](F)[CH:25]=[CH:24][C:21]=1[C:22]#[N:23]. Product: [Br:19][C:20]1[CH:27]=[C:26]([N:10]2[C:11]3[CH2:12][C:4]([CH3:18])([CH3:3])[CH2:5][C:6](=[O:17])[C:7]=3[C:8]([C:13]([F:16])([F:15])[F:14])=[N:9]2)[CH:25]=[CH:24][C:21]=1[C:22]#[N:23]. The catalyst class is: 16. (5) Reactant: C([NH2:4])(C)C.Cl.[C:6]([O:10][C:11]([NH:13][CH:14]([CH2:21][CH:22]([C:26]1[CH:31]=[C:30]([F:32])[CH:29]=[C:28]([F:33])[C:27]=1[F:34])[C:23](=O)[CH3:24])[C:15](OC(C)C)=[O:16])=[O:12])([CH3:9])([CH3:8])[CH3:7]. Product: [C:6]([O:10][C:11](=[O:12])[NH:13][CH:14]1[CH2:21][C@@H:22]([C:26]2[CH:31]=[C:30]([F:32])[CH:29]=[C:28]([F:33])[C:27]=2[F:34])[C@@H:23]([CH3:24])[NH:4][C:15]1=[O:16])([CH3:9])([CH3:8])[CH3:7]. The catalyst class is: 374. (6) Reactant: I[C:2]1[CH:3]=[CH:4][C:5]([NH2:8])=[N:6][CH:7]=1.[C@@H]1(N)CCCC[C@H]1N.[NH:17]1[CH2:22][CH2:21][O:20][CH2:19][C:18]1=[O:23].P([O-])([O-])([O-])=O.[K+].[K+].[K+]. Product: [NH2:8][C:5]1[N:6]=[CH:7][C:2]([N:17]2[CH2:22][CH2:21][O:20][CH2:19][C:18]2=[O:23])=[CH:3][CH:4]=1. The catalyst class is: 185.